From a dataset of Full USPTO retrosynthesis dataset with 1.9M reactions from patents (1976-2016). Predict the reactants needed to synthesize the given product. (1) Given the product [CH3:1][O:2][C:3](=[O:24])[CH2:4][C:5]1[C:14]([CH3:15])=[C:13]([C:16]2[CH:21]=[CH:20][C:19]([NH:22][C:26]([NH:25][C:28]3[CH:33]=[CH:32][CH:31]=[CH:30][CH:29]=3)=[O:27])=[CH:18][CH:17]=2)[C:12]2[C:7](=[CH:8][CH:9]=[C:10]([Cl:23])[CH:11]=2)[CH:6]=1, predict the reactants needed to synthesize it. The reactants are: [CH3:1][O:2][C:3](=[O:24])[CH2:4][C:5]1[C:14]([CH3:15])=[C:13]([C:16]2[CH:21]=[CH:20][C:19]([NH2:22])=[CH:18][CH:17]=2)[C:12]2[C:7](=[CH:8][CH:9]=[C:10]([Cl:23])[CH:11]=2)[CH:6]=1.[N:25]([C:28]1[CH:33]=[CH:32][CH:31]=[CH:30][CH:29]=1)=[C:26]=[O:27]. (2) Given the product [Br:20][C:21]1[CH:26]=[CH:25][C:24]([CH2:27][O:18][C:15]2[CH:16]=[CH:17][N:12]([C:7]3[CH:6]=[CH:5][C:4]4[C:9](=[C:10]([CH3:11])[N:2]([CH3:1])[N:3]=4)[CH:8]=3)[C:13](=[O:19])[CH:14]=2)=[CH:23][CH:22]=1, predict the reactants needed to synthesize it. The reactants are: [CH3:1][N:2]1[C:10]([CH3:11])=[C:9]2[C:4]([CH:5]=[CH:6][C:7]([N:12]3[CH:17]=[CH:16][C:15]([OH:18])=[CH:14][C:13]3=[O:19])=[CH:8]2)=[N:3]1.[Br:20][C:21]1[CH:26]=[CH:25][C:24]([CH2:27]O)=[CH:23][CH:22]=1.C1(P(C2C=CC=CC=2)C2C=CC=CC=2)C=CC=CC=1.O. (3) Given the product [CH3:1][C:2]1[N:3]=[C:4]([C:7]2[C:15]3[CH2:14][CH2:13][O:12][CH2:11][C:10]=3[S:9][C:8]=2[NH:16][C:28]([C:18]2[CH:17]3[CH2:24][CH2:23][CH:20]([CH2:21][CH2:22]3)[C:19]=2[C:25]([OH:27])=[O:26])=[O:29])[S:5][CH:6]=1, predict the reactants needed to synthesize it. The reactants are: [CH3:1][C:2]1[N:3]=[C:4]([C:7]2[C:15]3[CH2:14][CH2:13][O:12][CH2:11][C:10]=3[S:9][C:8]=2[NH2:16])[S:5][CH:6]=1.[CH:17]12[CH2:24][CH2:23][CH:20]([CH2:21][CH2:22]1)[C:19]1[C:25]([O:27][C:28](=[O:29])[C:18]2=1)=[O:26]. (4) Given the product [N:6]1([CH2:5][CH2:4][CH2:3][CH2:2][N:28]2[CH2:27][CH2:26][CH:25]([C:16]3[CH:17]=[N:18][C:19]4[C:24](=[CH:23][CH:22]=[CH:21][CH:20]=4)[N:15]=3)[CH2:30][CH2:29]2)[C:10]2[CH:11]=[CH:12][CH:13]=[CH:14][C:9]=2[N:8]=[N:7]1, predict the reactants needed to synthesize it. The reactants are: Cl[CH2:2][CH2:3][CH2:4][CH2:5][N:6]1[C:10]2[CH:11]=[CH:12][CH:13]=[CH:14][C:9]=2[N:8]=[N:7]1.[N:15]1[C:24]2[C:19](=[CH:20][CH:21]=[CH:22][CH:23]=2)[N:18]=[CH:17][C:16]=1[CH:25]1[CH2:30][CH2:29][NH:28][CH2:27][CH2:26]1.C(N(C(C)C)CC)(C)C.[I-].[K+].